This data is from Forward reaction prediction with 1.9M reactions from USPTO patents (1976-2016). The task is: Predict the product of the given reaction. (1) Given the reactants [F:1][C:2]([F:27])([F:26])[C:3]1[NH:7][N:6]=[C:5]([C:8]2[CH:13]=[CH:12][C:11]([C@H:14]3[CH2:19][CH2:18][C@H:17]([CH2:20][C:21]([O:23]CC)=[O:22])[CH2:16][CH2:15]3)=[CH:10][CH:9]=2)[CH:4]=1.[OH-].[Li+], predict the reaction product. The product is: [F:27][C:2]([F:1])([F:26])[C:3]1[NH:7][N:6]=[C:5]([C:8]2[CH:9]=[CH:10][C:11]([C@H:14]3[CH2:15][CH2:16][C@H:17]([CH2:20][C:21]([OH:23])=[O:22])[CH2:18][CH2:19]3)=[CH:12][CH:13]=2)[CH:4]=1. (2) The product is: [CH:1]1([CH2:4][NH:5][C:7]2[C:15]([N+:16]([O-:18])=[O:17])=[CH:14][C:10]([C:11]([OH:13])=[O:12])=[CH:9][N:8]=2)[CH2:3][CH2:2]1. Given the reactants [CH:1]1([CH2:4][NH2:5])[CH2:3][CH2:2]1.Cl[C:7]1[C:15]([N+:16]([O-:18])=[O:17])=[CH:14][C:10]([C:11]([OH:13])=[O:12])=[CH:9][N:8]=1, predict the reaction product. (3) Given the reactants [C:1]([O:4][C@@H:5]1[C@@H:10]([O:11][C:12](=[O:14])[CH3:13])[C@H:9]([O:15][C:16](=[O:18])[CH3:17])[C@@H:8]([CH2:19][O:20][C:21](=[O:23])[CH3:22])[O:7][C@H:6]1[C:24]1[CH:29]=[CH:28][C:27](Br)=[CH:26][CH:25]=1)(=[O:3])[CH3:2].[B:31]1([B:31]2[O:35][C:34]([CH3:37])([CH3:36])[C:33]([CH3:39])([CH3:38])[O:32]2)[O:35][C:34]([CH3:37])([CH3:36])[C:33]([CH3:39])([CH3:38])[O:32]1.C([O-])(=O)C.[K+], predict the reaction product. The product is: [C:1]([O:4][C@@H:5]1[C@@H:10]([O:11][C:12](=[O:14])[CH3:13])[C@H:9]([O:15][C:16](=[O:18])[CH3:17])[C@@H:8]([CH2:19][O:20][C:21](=[O:23])[CH3:22])[O:7][C@H:6]1[C:24]1[CH:29]=[CH:28][C:27]([B:31]2[O:35][C:34]([CH3:37])([CH3:36])[C:33]([CH3:39])([CH3:38])[O:32]2)=[CH:26][CH:25]=1)(=[O:3])[CH3:2]. (4) Given the reactants C([SiH](CC)CC)C.[OH-].[Na+].[Cl:10][C:11]1[CH:12]=[C:13]2[C:17](=[CH:18][CH:19]=1)[NH:16][CH2:15][CH:14]2[CH:20]1[CH2:25][CH2:24][NH:23][CH2:22][CH2:21]1.[Cl:26][C:27]1[CH:36]=[CH:35][C:30]([CH:31]=[CH:32][CH2:33]Cl)=[CH:29][CH:28]=1.C(N(C(C)C)CC)(C)C, predict the reaction product. The product is: [Cl:10][C:11]1[CH:12]=[C:13]2[C:17](=[CH:18][CH:19]=1)[NH:16][CH2:15][CH:14]2[CH:20]1[CH2:25][CH2:24][N:23]([CH2:33]/[CH:32]=[CH:31]/[C:30]2[CH:35]=[CH:36][C:27]([Cl:26])=[CH:28][CH:29]=2)[CH2:22][CH2:21]1. (5) Given the reactants [Cl:1][C:2]1[CH:7]=[CH:6][C:5]([S:8]([CH:11]([C:21]2[CH:26]=[C:25]([F:27])[CH:24]=[CH:23][C:22]=2[F:28])[C:12]2[N:17]=[CH:16][C:15]([C:18](O)=[O:19])=[CH:14][CH:13]=2)(=[O:10])=[O:9])=[CH:4][CH:3]=1.C(N(CC)CC)C.Cl.C(N=C=NCCCN(C)C)C.[NH2:48][CH2:49][CH2:50][NH:51][C:52](=[O:58])[O:53][C:54]([CH3:57])([CH3:56])[CH3:55], predict the reaction product. The product is: [C:54]([O:53][C:52](=[O:58])[NH:51][CH2:50][CH2:49][NH:48][C:18]([C:15]1[CH:16]=[N:17][C:12]([CH:11]([S:8]([C:5]2[CH:4]=[CH:3][C:2]([Cl:1])=[CH:7][CH:6]=2)(=[O:10])=[O:9])[C:21]2[CH:26]=[C:25]([F:27])[CH:24]=[CH:23][C:22]=2[F:28])=[CH:13][CH:14]=1)=[O:19])([CH3:57])([CH3:55])[CH3:56]. (6) Given the reactants [C:1](=[N:14][NH2:15])([C:8]1[CH:13]=[CH:12][CH:11]=[CH:10][CH:9]=1)[C:2]1[CH:7]=[CH:6][CH:5]=[CH:4][CH:3]=1.[F:16][C:17]([F:22])([F:21])[C:18]([CH3:20])=O, predict the reaction product. The product is: [C:2]1([C:1]([C:8]2[CH:9]=[CH:10][CH:11]=[CH:12][CH:13]=2)=[N:14][N:15]=[C:18]([CH3:20])[C:17]([F:22])([F:21])[F:16])[CH:7]=[CH:6][CH:5]=[CH:4][CH:3]=1. (7) Given the reactants [CH3:1][C:2]1([C:8]([O:10][C:11]([CH3:14])([CH3:13])[CH3:12])=[O:9])SCCCS1.O.C(=O)(O)[O-:17].[Na+], predict the reaction product. The product is: [O:17]=[C:2]([CH3:1])[C:8]([O:10][C:11]([CH3:14])([CH3:13])[CH3:12])=[O:9].